From a dataset of Reaction yield outcomes from USPTO patents with 853,638 reactions. Predict the reaction yield, written as a fraction of the theoretical maximum amount of product (1.0 means a 100% yield; for example, 0.34 means a 34% yield). (1) The reactants are [NH2:1][CH:2]1[CH2:5][CH:4]([O:6][C:7]2[C:8]3[C:22]([C:23]#[N:24])=[CH:21][N:20]([CH2:25][O:26][CH2:27][CH2:28][Si:29]([CH3:32])([CH3:31])[CH3:30])[C:9]=3[N:10]=[C:11]([NH:13][C:14]3[CH:15]=[N:16][N:17]([CH3:19])[CH:18]=3)[N:12]=2)[CH2:3]1.[C:33](Cl)(=[O:36])[CH:34]=[CH2:35].CCN(C(C)C)C(C)C. The catalyst is C(Cl)Cl. The product is [C:23]([C:22]1[C:8]2[C:7]([O:6][CH:4]3[CH2:3][CH:2]([NH:1][C:33](=[O:36])[CH:34]=[CH2:35])[CH2:5]3)=[N:12][C:11]([NH:13][C:14]3[CH:15]=[N:16][N:17]([CH3:19])[CH:18]=3)=[N:10][C:9]=2[N:20]([CH2:25][O:26][CH2:27][CH2:28][Si:29]([CH3:32])([CH3:31])[CH3:30])[CH:21]=1)#[N:24]. The yield is 0.750. (2) The reactants are [C:1]([C:4]1[C:22](=[O:23])[C@@:8]2([CH3:24])[C:9]3[C:15]([OH:16])=[CH:14][C:13]([O:17][CH3:18])=[C:12]([C:19]([NH2:21])=[O:20])[C:10]=3[O:11][C:7]2=[CH:6][C:5]=1[OH:25])(=[O:3])[CH3:2].[CH3:26][C:27]1[C:34]([CH3:35])=[CH:33][C:32]([CH3:36])=[C:31]([CH2:37][CH2:38][CH3:39])[C:28]=1[CH:29]=O.C([SiH](CC)CC)C.FC(F)(F)C(O)=O. The product is [C:1]([C:4]1[C:22](=[O:23])[C@@:8]2([CH3:24])[C:9]3[C:15]([OH:16])=[CH:14][C:13]([O:17][CH3:18])=[C:12]([C:19]([NH:21][CH2:29][C:28]4[C:31]([CH2:37][CH2:38][CH3:39])=[C:32]([CH3:36])[CH:33]=[C:34]([CH3:35])[C:27]=4[CH3:26])=[O:20])[C:10]=3[O:11][C:7]2=[CH:6][C:5]=1[OH:25])(=[O:3])[CH3:2]. The catalyst is C(#N)C. The yield is 0.350. (3) The reactants are [Li]CCCC.Br[C:7]1[CH:8]=[CH:9][C:10]2[O:14][C:13]3[CH:15]=[CH:16][C:17]([N:19]4[C:31]5[CH:30]=[CH:29][CH:28]=[CH:27][C:26]=5[C:25]5[C:20]4=[CH:21][CH:22]=[CH:23][CH:24]=5)=[CH:18][C:12]=3[C:11]=2[CH:32]=1.[C:33]1([SiH:39]2[C:52]3[CH:51]=[CH:50][CH:49]=[CH:48][C:47]=3[O:46][C:45]3[C:40]2=[CH:41][CH:42]=[CH:43][CH:44]=3)[CH:38]=[CH:37][CH:36]=[CH:35][CH:34]=1.[NH4+].[Cl-]. The catalyst is C(OCC)C. The product is [C:33]1([Si:39]2([C:7]3[CH:8]=[CH:9][C:10]4[O:14][C:13]5[CH:15]=[CH:16][C:17]([N:19]6[C:31]7[CH:30]=[CH:29][CH:28]=[CH:27][C:26]=7[C:25]7[C:20]6=[CH:21][CH:22]=[CH:23][CH:24]=7)=[CH:18][C:12]=5[C:11]=4[CH:32]=3)[C:40]3[CH:41]=[CH:42][CH:43]=[CH:44][C:45]=3[O:46][C:47]3[CH:48]=[CH:49][CH:50]=[CH:51][C:52]2=3)[CH:38]=[CH:37][CH:36]=[CH:35][CH:34]=1. The yield is 0.510. (4) The reactants are [CH:1]1([C@@:6]([OH:15])([C:10]2[S:11][CH:12]=[CH:13][CH:14]=2)[C:7]([OH:9])=[O:8])[CH2:5][CH2:4][CH2:3][CH2:2]1.C(N1C=CN=C1)(N1C=CN=C1)=O.O[C@H:29]1[CH:34]2[CH2:35][CH2:36][N:31]([CH2:32][CH2:33]2)[CH2:30]1.O. The catalyst is CN(C=O)C. The product is [N:31]12[CH2:36][CH2:35][CH:34]([CH2:33][CH2:32]1)[C@H:29]([O:8][C:7](=[O:9])[C@:6]([CH:1]1[CH2:5][CH2:4][CH2:3][CH2:2]1)([OH:15])[C:10]1[S:11][CH:12]=[CH:13][CH:14]=1)[CH2:30]2. The yield is 0.476. (5) The reactants are Cl[C:2]1[CH:7]=[CH:6][CH:5]=[CH:4][C:3]=1[O:8][CH3:9].[CH2:10]([NH2:16])[CH2:11][CH2:12][CH2:13][CH2:14][CH3:15].CC(C)([O-])C.[Na+]. The catalyst is C1(C)C=CC=CC=1.CC([O-])=O.CC([O-])=O.[Pd+2]. The product is [CH2:10]([NH:16][C:2]1[CH:7]=[CH:6][CH:5]=[CH:4][C:3]=1[O:8][CH3:9])[CH2:11][CH2:12][CH2:13][CH2:14][CH3:15]. The yield is 0.970. (6) The reactants are [CH3:1][O:2][C:3]1[CH:4]=[C:5]2[C:10](=[CH:11][C:12]=1[O:13][CH3:14])[N:9]=[CH:8][CH:7]=[C:6]2[O:15][C:16]1[CH:22]=[CH:21][C:19]([NH2:20])=[C:18]([CH3:23])[C:17]=1[CH3:24].ClC(Cl)(O[C:29](=[O:35])OC(Cl)(Cl)Cl)Cl.[NH2:37][C:38]1[N:43]=[C:42]([CH3:44])[CH:41]=[CH:40][CH:39]=1.CO. The catalyst is C(Cl)(Cl)Cl.C(N(CC)CC)C.ClCCl. The product is [CH3:1][O:2][C:3]1[CH:4]=[C:5]2[C:10](=[CH:11][C:12]=1[O:13][CH3:14])[N:9]=[CH:8][CH:7]=[C:6]2[O:15][C:16]1[CH:22]=[CH:21][C:19]([NH:20][C:29]([NH:37][C:38]2[CH:39]=[CH:40][CH:41]=[C:42]([CH3:44])[N:43]=2)=[O:35])=[C:18]([CH3:23])[C:17]=1[CH3:24]. The yield is 0.380.